This data is from Reaction yield outcomes from USPTO patents with 853,638 reactions. The task is: Predict the reaction yield, written as a fraction of the theoretical maximum amount of product (1.0 means a 100% yield; for example, 0.34 means a 34% yield). (1) The reactants are Br[C:2]1[CH:11]=[C:10]2[C:5]([C:6](=[O:19])[C:7]3[C:17](=[O:18])[NH:16][S:15][C:8]=3[N:9]2[CH:12]2[CH2:14][CH2:13]2)=[CH:4][C:3]=1[F:20].[C:21]([N:24]1[CH2:29][CH:28]=[C:27]([Sn](CCCC)(CCCC)CCCC)[CH2:26][CH2:25]1)(=[O:23])[CH3:22]. The catalyst is C1C=CC([P]([Pd]([P](C2C=CC=CC=2)(C2C=CC=CC=2)C2C=CC=CC=2)([P](C2C=CC=CC=2)(C2C=CC=CC=2)C2C=CC=CC=2)[P](C2C=CC=CC=2)(C2C=CC=CC=2)C2C=CC=CC=2)(C2C=CC=CC=2)C2C=CC=CC=2)=CC=1.CN(C)C=O. The product is [C:21]([N:24]1[CH2:25][CH:26]=[C:27]([C:2]2[CH:11]=[C:10]3[C:5]([C:6](=[O:19])[C:7]4[C:17](=[O:18])[NH:16][S:15][C:8]=4[N:9]3[CH:12]3[CH2:14][CH2:13]3)=[CH:4][C:3]=2[F:20])[CH2:28][CH2:29]1)(=[O:23])[CH3:22]. The yield is 0.980. (2) The reactants are [NH2:1][C:2]1[CH:22]=[CH:21][C:5]2[O:6][CH2:7][CH2:8][N:9]([CH2:10][CH2:11][N:12]([CH3:20])[C:13](=[O:19])[O:14][C:15]([CH3:18])([CH3:17])[CH3:16])[C:4]=2[CH:3]=1.I.[S:24]1[CH:28]=[CH:27][CH:26]=[C:25]1[C:29](SC)=[NH:30]. No catalyst specified. The yield is 0.500. The product is [CH3:20][N:12]([CH2:11][CH2:10][N:9]1[CH2:8][CH2:7][O:6][C:5]2[CH:21]=[CH:22][C:2]([NH:1][C:29]([C:25]3[S:24][CH:28]=[CH:27][CH:26]=3)=[NH:30])=[CH:3][C:4]1=2)[C:13](=[O:19])[O:14][C:15]([CH3:17])([CH3:18])[CH3:16]. (3) The reactants are [Cl-].[Al+3].[Cl-].[Cl-].[C:5](Cl)(=[O:7])[CH3:6].[CH3:9][O:10][C:11]1[CH:12]=[C:13]2[C:17](=[CH:18][CH:19]=1)[C:16]([CH3:24])([C:20]([F:23])([F:22])[F:21])[O:15][CH2:14]2. The catalyst is ClCCl. The product is [C:5]([C:19]1[CH:18]=[C:17]2[C:13](=[CH:12][C:11]=1[O:10][CH3:9])[CH2:14][O:15][C:16]2([CH3:24])[C:20]([F:23])([F:21])[F:22])(=[O:7])[CH3:6]. The yield is 0.930.